Task: Regression/Classification. Given a drug SMILES string, predict its absorption, distribution, metabolism, or excretion properties. Task type varies by dataset: regression for continuous measurements (e.g., permeability, clearance, half-life) or binary classification for categorical outcomes (e.g., BBB penetration, CYP inhibition). For this dataset (solubility_aqsoldb), we predict Y.. Dataset: Aqueous solubility values for 9,982 compounds from the AqSolDB database (1) The molecule is CCC(C)C(C)O. The Y is -0.722 log mol/L. (2) The drug is CCCC1C[C@@](C)(OC(C)=O)CCO1.CCCC1C[C@](C)(OC(C)=O)CCO1. The Y is -2.20 log mol/L. (3) The compound is C=CC(=O)OCCn1c(=O)n(CCOC(=O)C=C)c(=O)n(CCOC(=O)C=C)c1=O. The Y is -2.45 log mol/L. (4) The molecule is CC(C)(C)CCCCC1(C(=O)OC(C)(C)CC(C)(C)C)OO1. The Y is -6.97 log mol/L. (5) The drug is CC(C)(C)c1ccc(O)c(O)c1. The Y is -1.92 log mol/L. (6) The molecule is CCCCCCCC(=O)CC(=O)c1ccccc1. The Y is -5.88 log mol/L. (7) The molecule is CCOP(=O)(N=C1SCC(C)S1)OCC. The Y is -3.67 log mol/L.